Dataset: HIV replication inhibition screening data with 41,000+ compounds from the AIDS Antiviral Screen. Task: Binary Classification. Given a drug SMILES string, predict its activity (active/inactive) in a high-throughput screening assay against a specified biological target. (1) The molecule is O=C(C=Cc1ccc(O)c(O)c1)OCC(OC(=O)C=Cc1ccc(O)c(O)c1)C(=O)O. The result is 0 (inactive). (2) The drug is COCC(Cc1ccccc1)N=Cc1ccccc1. The result is 0 (inactive). (3) The drug is CCCCN1C(=O)c2cccc3cccc(c23)C1=O. The result is 0 (inactive). (4) The drug is CCCCN(CCCC)N=Cc1c2c(O)c3c(O)c(C)c4c(c3c1O)C(=O)C(C)(OC=CC(OC)C(C)C(OC(C)=O)C(C)C(O)C(C)C(O)C(C)C=CC=C(C)C(=O)N2)O4. The result is 0 (inactive). (5) The molecule is N#CC(=Cn1ccc(=O)[nH]c1=S)C(N)=O. The result is 0 (inactive). (6) The compound is COC(=O)c1ccc(C)cc1C1CN=NC12Cc1cc(C)ccc1C2=O. The result is 0 (inactive). (7) The molecule is COC(=O)C1(C(=O)OC)Cc2ccc(OC)cc2C2=C1C(=O)c1ccccc1C2=O. The result is 0 (inactive). (8) The molecule is CC1OC(OC2C(O)COC(OC3C(C)OC(OC4C(OC(=O)C56CCC(C)(C)CC5C5=CCC7C8(C)CC(O)C(OC9OC(CO)C(O)C(O)C9O)C(C)(CO)C8CCC7(C)C5(C)CC6)OCC(O)C4O)C(O)C3OC3OCC(O)C(O)C3O)C2O)C(O)C(O)C1O. The result is 0 (inactive). (9) The compound is COc1ccc(C=C(NC(=O)c2ccccc2)C(=O)Nc2ccccc2)cc1OC. The result is 0 (inactive). (10) The drug is CC(C)(C)N1OC2(CCCCC2)n2c(=O)c3ccccc3c(=O)n2C1c1ccccc1. The result is 0 (inactive).